Dataset: NCI-60 drug combinations with 297,098 pairs across 59 cell lines. Task: Regression. Given two drug SMILES strings and cell line genomic features, predict the synergy score measuring deviation from expected non-interaction effect. (1) Drug 1: CC1CC2C3CCC4=CC(=O)C=CC4(C3(C(CC2(C1(C(=O)CO)O)C)O)F)C. Drug 2: CN1C(=O)N2C=NC(=C2N=N1)C(=O)N. Cell line: T-47D. Synergy scores: CSS=-18.8, Synergy_ZIP=9.92, Synergy_Bliss=-0.00777, Synergy_Loewe=-13.3, Synergy_HSA=-13.7. (2) Drug 1: C1CCN(CC1)CCOC2=CC=C(C=C2)C(=O)C3=C(SC4=C3C=CC(=C4)O)C5=CC=C(C=C5)O. Drug 2: C1=C(C(=O)NC(=O)N1)N(CCCl)CCCl. Cell line: SN12C. Synergy scores: CSS=55.8, Synergy_ZIP=0.692, Synergy_Bliss=4.53, Synergy_Loewe=7.11, Synergy_HSA=7.50. (3) Drug 1: CN(CCCl)CCCl.Cl. Drug 2: C1CC(=O)NC(=O)C1N2C(=O)C3=CC=CC=C3C2=O. Cell line: OVCAR-5. Synergy scores: CSS=15.9, Synergy_ZIP=-2.99, Synergy_Bliss=1.63, Synergy_Loewe=-5.76, Synergy_HSA=-0.433. (4) Drug 1: CC1=C(C(CCC1)(C)C)C=CC(=CC=CC(=CC(=O)O)C)C. Drug 2: CC1CCC2CC(C(=CC=CC=CC(CC(C(=O)C(C(C(=CC(C(=O)CC(OC(=O)C3CCCCN3C(=O)C(=O)C1(O2)O)C(C)CC4CCC(C(C4)OC)OCCO)C)C)O)OC)C)C)C)OC. Cell line: BT-549. Synergy scores: CSS=-0.197, Synergy_ZIP=2.68, Synergy_Bliss=2.33, Synergy_Loewe=-9.84, Synergy_HSA=-5.13. (5) Drug 1: C1C(C(OC1N2C=C(C(=O)NC2=O)F)CO)O. Drug 2: C1CN(CCN1C(=O)CCBr)C(=O)CCBr. Cell line: HCT-15. Synergy scores: CSS=31.3, Synergy_ZIP=-8.89, Synergy_Bliss=-5.11, Synergy_Loewe=-4.75, Synergy_HSA=-0.539. (6) Drug 1: CN1C2=C(C=C(C=C2)N(CCCl)CCCl)N=C1CCCC(=O)O.Cl. Drug 2: C1C(C(OC1N2C=NC(=NC2=O)N)CO)O. Cell line: K-562. Synergy scores: CSS=27.4, Synergy_ZIP=-3.49, Synergy_Bliss=-3.88, Synergy_Loewe=-0.384, Synergy_HSA=0.435. (7) Drug 1: CN(CCCl)CCCl.Cl. Drug 2: C(CC(=O)O)C(=O)CN.Cl. Cell line: SN12C. Synergy scores: CSS=15.8, Synergy_ZIP=-8.85, Synergy_Bliss=-2.08, Synergy_Loewe=-16.5, Synergy_HSA=-1.47. (8) Drug 1: CC1C(C(CC(O1)OC2CC(OC(C2O)C)OC3=CC4=CC5=C(C(=O)C(C(C5)C(C(=O)C(C(C)O)O)OC)OC6CC(C(C(O6)C)O)OC7CC(C(C(O7)C)O)OC8CC(C(C(O8)C)O)(C)O)C(=C4C(=C3C)O)O)O)O. Drug 2: CC1CCCC2(C(O2)CC(NC(=O)CC(C(C(=O)C(C1O)C)(C)C)O)C(=CC3=CSC(=N3)C)C)C. Cell line: CAKI-1. Synergy scores: CSS=53.2, Synergy_ZIP=-1.83, Synergy_Bliss=-1.90, Synergy_Loewe=-0.546, Synergy_HSA=3.01. (9) Drug 1: CNC(=O)C1=CC=CC=C1SC2=CC3=C(C=C2)C(=NN3)C=CC4=CC=CC=N4. Drug 2: CC12CCC3C(C1CCC2O)C(CC4=C3C=CC(=C4)O)CCCCCCCCCS(=O)CCCC(C(F)(F)F)(F)F. Cell line: SNB-19. Synergy scores: CSS=6.95, Synergy_ZIP=-1.67, Synergy_Bliss=0.534, Synergy_Loewe=2.29, Synergy_HSA=1.59.